Task: Predict the reactants needed to synthesize the given product.. Dataset: Full USPTO retrosynthesis dataset with 1.9M reactions from patents (1976-2016) Given the product [CH3:8][C:7]1[C:2]([C:30]2[CH:35]=[CH:34][C:33]([N+:36]([O-:38])=[O:37])=[CH:32][CH:31]=2)=[CH:3][C:4]([NH:9][C:10](=[O:21])[C:11]2[CH:16]=[CH:15][CH:14]=[C:13]([C:17]([F:20])([F:19])[F:18])[CH:12]=2)=[CH:5][CH:6]=1, predict the reactants needed to synthesize it. The reactants are: I[C:2]1[CH:3]=[C:4]([NH:9][C:10](=[O:21])[C:11]2[CH:16]=[CH:15][CH:14]=[C:13]([C:17]([F:20])([F:19])[F:18])[CH:12]=2)[CH:5]=[CH:6][C:7]=1[CH3:8].CC1(C)C(C)(C)OB([C:30]2[CH:35]=[CH:34][C:33]([N+:36]([O-:38])=[O:37])=[CH:32][CH:31]=2)O1.C1(C)C=CC=CC=1.C([O-])([O-])=O.[K+].[K+].